From a dataset of Forward reaction prediction with 1.9M reactions from USPTO patents (1976-2016). Predict the product of the given reaction. (1) Given the reactants C([Li])CCC.C(NC(C)C)(C)C.[Cl:13][C:14]1[C:19]([Cl:20])=[CH:18][C:17]([Cl:21])=[CH:16][N:15]=1.[CH3:22][O:23][C:24]1[C:31]([O:32][CH3:33])=[C:30]([O:34][CH3:35])[CH:29]=[C:28]([CH3:36])[C:25]=1[CH:26]=[O:27], predict the reaction product. The product is: [CH3:22][O:23][C:24]1[C:31]([O:32][CH3:33])=[C:30]([O:34][CH3:35])[CH:29]=[C:28]([CH3:36])[C:25]=1[CH:26]([C:18]1[C:17]([Cl:21])=[CH:16][N:15]=[C:14]([Cl:13])[C:19]=1[Cl:20])[OH:27]. (2) Given the reactants [CH2:1]([C:3]1[CH:4]=[N:5][C:6]([O:9][CH:10]2[CH2:15][CH2:14][CH:13]([C:16]([OH:18])=O)[CH2:12][CH2:11]2)=[N:7][CH:8]=1)[CH3:2].C(Cl)CCl.C1C=CC2N(O)N=NC=2C=1.CCN(C(C)C)C(C)C.Cl.[NH2:43][CH2:44][CH2:45][CH2:46][C:47]([N:49]1[CH2:54][CH2:53][N:52]([S:55]([CH3:58])(=[O:57])=[O:56])[CH2:51][CH2:50]1)=[O:48], predict the reaction product. The product is: [CH2:1]([C:3]1[CH:8]=[N:7][C:6]([O:9][CH:10]2[CH2:11][CH2:12][CH:13]([C:16]([NH:43][CH2:44][CH2:45][CH2:46][C:47]([N:49]3[CH2:54][CH2:53][N:52]([S:55]([CH3:58])(=[O:57])=[O:56])[CH2:51][CH2:50]3)=[O:48])=[O:18])[CH2:14][CH2:15]2)=[N:5][CH:4]=1)[CH3:2]. (3) Given the reactants [Cl:1][C:2]1[N:7]=[C:6](Cl)[C:5]([C:9]2[CH:14]=[CH:13][CH:12]=[CH:11][CH:10]=2)=[CH:4][N:3]=1.[CH:15]1([C:18]2[CH:19]=[C:20]([NH2:23])[NH:21][N:22]=2)[CH2:17][CH2:16]1, predict the reaction product. The product is: [Cl:1][C:2]1[N:7]=[C:6]([NH:23][C:20]2[NH:21][N:22]=[C:18]([CH:15]3[CH2:17][CH2:16]3)[CH:19]=2)[C:5]([C:9]2[CH:14]=[CH:13][CH:12]=[CH:11][CH:10]=2)=[CH:4][N:3]=1. (4) Given the reactants [N+:1]([C:4]1[CH:9]=[CH:8][C:7]([N:10]=[C:11]=[O:12])=[CH:6][CH:5]=1)([O-:3])=[O:2].[C:13]1([CH:19]([NH2:21])[CH3:20])[CH:18]=[CH:17][CH:16]=[CH:15][CH:14]=1, predict the reaction product. The product is: [N+:1]([C:4]1[CH:5]=[CH:6][C:7]([NH:10][C:11]([NH:21][CH:19]([C:13]2[CH:18]=[CH:17][CH:16]=[CH:15][CH:14]=2)[CH3:20])=[O:12])=[CH:8][CH:9]=1)([O-:3])=[O:2]. (5) Given the reactants C([O:3][C:4](=O)[CH2:5][CH:6]1[S:10][C:9]([C:11]2[NH:12][C:13]3[C:18]([CH:19]=2)=[CH:17][CH:16]=[CH:15][C:14]=3[N:20]([CH3:30])[S:21]([C:24]2[CH:25]=[N:26][CH:27]=[CH:28][CH:29]=2)(=[O:23])=[O:22])=[N:8][CH2:7]1)C.[OH-].[Na+].C(O)(=O)CC(CC(O)=O)(C(O)=O)O.Cl.C[N:49](C)CCCN=C=NCC, predict the reaction product. The product is: [CH3:30][N:20]([S:21]([C:24]1[CH:25]=[N:26][CH:27]=[CH:28][CH:29]=1)(=[O:23])=[O:22])[C:14]1[CH:15]=[CH:16][CH:17]=[C:18]2[C:13]=1[NH:12][C:11]([C:9]1[S:10][CH:6]([CH2:5][C:4]([NH2:49])=[O:3])[CH2:7][N:8]=1)=[CH:19]2. (6) Given the reactants [CH3:1][O:2][CH2:3][N:4]1[C:9]2[CH:10]=[C:11](/[CH:14]=[CH:15]/[C:16](O)=[O:17])[CH:12]=[CH:13][C:8]=2[S:7][C:6]2[N:19]=[CH:20][CH:21]=[N:22][C:5]1=2.ClP(=O)(OCC)OCC.[NH3:32].C(=O)([O-])[O-].[Na+].[Na+], predict the reaction product. The product is: [CH3:1][O:2][CH2:3][N:4]1[C:9]2[CH:10]=[C:11]([CH:14]=[CH:15][C:16]([NH2:32])=[O:17])[CH:12]=[CH:13][C:8]=2[S:7][C:6]2[N:19]=[CH:20][CH:21]=[N:22][C:5]1=2.